From a dataset of Catalyst prediction with 721,799 reactions and 888 catalyst types from USPTO. Predict which catalyst facilitates the given reaction. (1) Reactant: [Cl:1][C:2]1[CH:8]=[CH:7][C:5](N)=[CH:4][C:3]=1[C:9]([F:12])([F:11])[F:10].[Cl-].[CH3:14][O:15][C:16](=[O:21])[CH2:17][C:18](O)=[O:19].C(N(CC)CC)C. Product: [Cl:1][C:2]1[CH:8]=[CH:7][C:5]([CH:17]([CH:18]=[O:19])[C:16]([O:15][CH3:14])=[O:21])=[CH:4][C:3]=1[C:9]([F:12])([F:11])[F:10]. The catalyst class is: 614. (2) Reactant: [ClH:1].Cl.[Cl:3][C:4]1[C:36]([C:37]([F:40])([F:39])[F:38])=[CH:35][CH:34]=[CH:33][C:5]=1[CH2:6][N:7]([CH2:19][CH:20]([C:27]1[CH:32]=[CH:31][CH:30]=[CH:29][CH:28]=1)[C:21]1[CH:26]=[CH:25][CH:24]=[CH:23][CH:22]=1)[CH2:8][CH2:9][CH2:10][O:11][C:12]1[CH:13]=[C:14]([NH2:18])[CH:15]=[CH:16][CH:17]=1.[C:41]1(=O)[CH2:45][CH2:44][CH2:43][CH2:42]1.C([BH3-])#N.[Na+]. Product: [ClH:3].[ClH:1].[Cl:3][C:4]1[C:36]([C:37]([F:38])([F:39])[F:40])=[CH:35][CH:34]=[CH:33][C:5]=1[CH2:6][N:7]([CH2:19][CH:20]([C:21]1[CH:26]=[CH:25][CH:24]=[CH:23][CH:22]=1)[C:27]1[CH:28]=[CH:29][CH:30]=[CH:31][CH:32]=1)[CH2:8][CH2:9][CH2:10][O:11][C:12]1[CH:13]=[C:14]([NH:18][CH:41]2[CH2:45][CH2:44][CH2:43][CH2:42]2)[CH:15]=[CH:16][CH:17]=1. The catalyst class is: 8. (3) The catalyst class is: 4. Reactant: FC(F)(F)C(O)=O.O[C:9]1([CH:29]2[CH2:34][CH2:33][N:32]([CH3:35])[CH2:31][CH2:30]2)[C:18]2[CH:19]=[C:20]([S:23][CH2:24][C:25]([O:27][CH3:28])=[O:26])[CH:21]=[CH:22][C:17]=2[O:16][CH2:15][C:14]2[CH:13]=[CH:12][S:11][C:10]1=2.Cl.O1CCOCC1. Product: [CH3:35][N:32]1[CH2:31][CH2:30][CH:29]([CH:9]2[C:18]3[CH:19]=[C:20]([S:23][CH2:24][C:25]([O:27][CH3:28])=[O:26])[CH:21]=[CH:22][C:17]=3[O:16][CH2:15][C:14]3[CH:13]=[CH:12][S:11][C:10]2=3)[CH2:34][CH2:33]1. (4) Reactant: [N+:1]([C:4]1[CH:9]=[CH:8][C:7]([CH:10]([NH:12][C:13](=[O:19])[O:14][C:15]([CH3:18])([CH3:17])[CH3:16])[CH3:11])=[CH:6][CH:5]=1)([O-])=O. Product: [NH2:1][C:4]1[CH:9]=[CH:8][C:7]([CH:10]([NH:12][C:13](=[O:19])[O:14][C:15]([CH3:18])([CH3:17])[CH3:16])[CH3:11])=[CH:6][CH:5]=1. The catalyst class is: 99. (5) Reactant: Cl.C[O:3][C:4]1[CH:5]=[C:6]([S:10][C:11]2[CH:12]=[C:13]([O:24][C:25]3[CH:30]=[CH:29][CH:28]=[CH:27][CH:26]=3)[C:14]([NH:17][C:18]3[S:19][CH:20]=[C:21]([CH3:23])[N:22]=3)=[N:15][CH:16]=2)[CH:7]=[CH:8][CH:9]=1.BrB(Br)Br.C(=O)(O)[O-].[Na+]. Product: [CH3:23][C:21]1[N:22]=[C:18]([NH:17][C:14]2[N:15]=[CH:16][C:11]([S:10][C:6]3[CH:5]=[C:4]([OH:3])[CH:9]=[CH:8][CH:7]=3)=[CH:12][C:13]=2[O:24][C:25]2[CH:30]=[CH:29][CH:28]=[CH:27][CH:26]=2)[S:19][CH:20]=1. The catalyst class is: 2. (6) Reactant: [C:1]([CH2:3][C@H:4]1[CH2:8][C@H:7]([O:9][Si](C(C)(C)C)(C)C)[CH2:6][N:5]1[C:17]([O:19][C:20]([CH3:23])([CH3:22])[CH3:21])=[O:18])#[N:2].CCCC[N+](CCCC)(CCCC)CCCC.[F-]. Product: [C:1]([CH2:3][C@H:4]1[CH2:8][C@H:7]([OH:9])[CH2:6][N:5]1[C:17]([O:19][C:20]([CH3:23])([CH3:22])[CH3:21])=[O:18])#[N:2]. The catalyst class is: 49. (7) Reactant: [S:1]1[C:9]2[CH2:8][CH2:7][N:6]([C:10]([O:12][C:13]([CH3:16])([CH3:15])[CH3:14])=[O:11])[CH2:5][C:4]=2[CH:3]=[C:2]1[C:17]([O:19]CC)=O.Cl.[NH2:23][OH:24].[OH-].[K+].C(O)(=O)C. Product: [OH:24][NH:23][C:17]([C:2]1[S:1][C:9]2[CH2:8][CH2:7][N:6]([C:10]([O:12][C:13]([CH3:16])([CH3:15])[CH3:14])=[O:11])[CH2:5][C:4]=2[CH:3]=1)=[O:19]. The catalyst class is: 5.